Dataset: Reaction yield outcomes from USPTO patents with 853,638 reactions. Task: Predict the reaction yield, written as a fraction of the theoretical maximum amount of product (1.0 means a 100% yield; for example, 0.34 means a 34% yield). (1) The reactants are [CH3:1][N:2]1[CH2:15][CH2:14][C:5]2[NH:6][C:7]3[CH:8]=[CH:9][C:10]([CH3:13])=[CH:11][C:12]=3[C:4]=2[CH2:3]1.[OH-].[K+].Br[CH2:19][CH2:20][C:21]1[CH:26]=[CH:25][C:24]([O:27][CH2:28][CH3:29])=[CH:23][CH:22]=1. The catalyst is CN1CCCC1=O.O. The product is [CH2:28]([O:27][C:24]1[CH:25]=[CH:26][C:21]([CH2:20][CH2:19][N:6]2[C:7]3[CH:8]=[CH:9][C:10]([CH3:13])=[CH:11][C:12]=3[C:4]3[CH2:3][N:2]([CH3:1])[CH2:15][CH2:14][C:5]2=3)=[CH:22][CH:23]=1)[CH3:29]. The yield is 0.100. (2) The reactants are [F:1][C:2]1[CH:7]=[CH:6][C:5]([N:8]2[C:12]([CH2:13][CH:14]([CH3:16])[CH3:15])=[CH:11][C:10]([CH2:17][NH2:18])=[N:9]2)=[CH:4][CH:3]=1.C(N(CC)CC)C.[N:26]1[C:35]2[C:30](=[CH:31][CH:32]=[CH:33][C:34]=2[S:36](Cl)(=[O:38])=[O:37])[CH:29]=[CH:28][CH:27]=1. The catalyst is ClCCl. The product is [F:1][C:2]1[CH:3]=[CH:4][C:5]([N:8]2[C:12]([CH2:13][CH:14]([CH3:15])[CH3:16])=[CH:11][C:10]([CH2:17][NH:18][S:36]([C:34]3[CH:33]=[CH:32][CH:31]=[C:30]4[C:35]=3[N:26]=[CH:27][CH:28]=[CH:29]4)(=[O:37])=[O:38])=[N:9]2)=[CH:6][CH:7]=1. The yield is 0.850. (3) The reactants are [H-].[Na+].[NH:3]1[CH2:8][CH2:7][O:6][CH2:5][C:4]1=[O:9].[CH2:10](Cl)[C:11]1[CH:16]=[CH:15][CH:14]=[CH:13][CH:12]=1.Cl. The catalyst is CN(C=O)C. The product is [CH2:10]([N:3]1[CH2:8][CH2:7][O:6][CH2:5][C:4]1=[O:9])[C:11]1[CH:16]=[CH:15][CH:14]=[CH:13][CH:12]=1. The yield is 0.750. (4) The reactants are Cl[C:2]1[C:11]([C@@H:12]([N:14]2C(=O)[C:21]3[C:16](=[CH:17][CH:18]=[CH:19][CH:20]=3)[C:15]2=[O:24])[CH3:13])=[CH:10][C:9]2[C:4](=[CH:5][C:6]([F:25])=[CH:7][CH:8]=2)[N:3]=1.[F:26][C:27]1[CH:28]=[C:29](B(O)O)[CH:30]=[CH:31][CH:32]=1.[C:36](=[O:39])([O-])[O-:37].[Na+].[Na+].N#N. The catalyst is CC#N.O.CCOC(C)=O.C1C=CC([P]([Pd]([P](C2C=CC=CC=2)(C2C=CC=CC=2)C2C=CC=CC=2)([P](C2C=CC=CC=2)(C2C=CC=CC=2)C2C=CC=CC=2)[P](C2C=CC=CC=2)(C2C=CC=CC=2)C2C=CC=CC=2)(C2C=CC=CC=2)C2C=CC=CC=2)=CC=1. The product is [F:25][C:6]1[CH:5]=[C:4]2[C:9]([CH:10]=[C:11]([C@@H:12]([NH:14][C:15]([C:16]3[CH:21]=[CH:20][CH:19]=[CH:18][C:17]=3[C:36]([OH:37])=[O:39])=[O:24])[CH3:13])[C:2]([C:31]3[CH:30]=[CH:29][CH:28]=[C:27]([F:26])[CH:32]=3)=[N:3]2)=[CH:8][CH:7]=1. The yield is 0.660. (5) The reactants are [F:1][C:2]1[CH:3]=[C:4]2[C:9](=[CH:10][CH:11]=1)[CH:8]=[N:7][C:6]([NH:12][C:13](=[O:41])[O:14][CH2:15][CH:16]([N:27]([CH3:40])[C:28]([NH:30][CH2:31][C:32]1[CH:37]=[CH:36][CH:35]=[C:34]([F:38])[C:33]=1[Cl:39])=[O:29])[CH2:17][C:18]([CH3:26])([CH3:25])[CH2:19][O:20][P:21]([OH:24])([OH:23])=[O:22])=[CH:5]2.[OH-].[Na+:43]. The catalyst is CO. The product is [P:21]([O-:24])([O-:23])([O:20][CH2:19][C:18]([CH3:25])([CH3:26])[CH2:17][C@H:16]([N:27]([CH3:40])[C:28]([NH:30][CH2:31][C:32]1[CH:37]=[CH:36][CH:35]=[C:34]([F:38])[C:33]=1[Cl:39])=[O:29])[CH2:15][O:14][C:13](=[O:41])[NH:12][C:6]1[N:7]=[CH:8][C:9]2[C:4]([CH:5]=1)=[CH:3][C:2]([F:1])=[CH:11][CH:10]=2)=[O:22].[Na+:43].[Na+:43]. The yield is 0.941. (6) The reactants are [CH:1]1([CH2:4][N:5]([CH2:27][CH2:28][CH3:29])[C:6]([C:8]2[N:12]3[CH2:13][CH2:14][N:15]([C:16]4[C:21]([CH3:22])=[CH:20][C:19]([CH3:23])=[CH:18][C:17]=4[CH3:24])[C:11]3=[N:10][C:9]=2[CH2:25]C)=O)[CH2:3][CH2:2]1.[OH-].[Na+]. The catalyst is C1(C)C=CC=CC=1. The product is [CH:1]1([CH2:4][N:5]([CH2:6][C:8]2[N:12]3[CH2:13][CH2:14][N:15]([C:16]4[C:21]([CH3:22])=[CH:20][C:19]([CH3:23])=[CH:18][C:17]=4[CH3:24])[C:11]3=[N:10][C:9]=2[CH3:25])[CH2:27][CH2:28][CH3:29])[CH2:3][CH2:2]1. The yield is 0.650. (7) The reactants are [CH3:1][C:2]([CH3:8])([C:6]#[CH:7])[C:3]([OH:5])=[O:4].[CH2:9](O)[C:10]1[CH:15]=[CH:14][CH:13]=[CH:12][CH:11]=1.C1CCC(N=C=NC2CCCCC2)CC1. The catalyst is ClCCl. The product is [CH3:1][C:2]([CH3:8])([C:6]#[CH:7])[C:3]([O:5][CH2:9][C:10]1[CH:15]=[CH:14][CH:13]=[CH:12][CH:11]=1)=[O:4]. The yield is 0.590. (8) The reactants are [CH2:1]([O:8][CH2:9][N:10]1[C:14]2[CH:15]=[N:16][N:17]([CH2:20][O:21]CC[Si](C)(C)C)[C:18](=[O:19])[C:13]=2[C:12](O)=[C:11]1CC1C=CC=CC=1)[C:2]1[CH:7]=[CH:6][CH:5]=[CH:4][CH:3]=1.[CH2:36](OCN1C2C=NNC(=O)C=2C(C(O)(C)C)=C1)[C:37]1[CH:42]=[CH:41][CH:40]=[CH:39][CH:38]=1. No catalyst specified. The product is [CH2:36]([C:12]1[C:13]2[C:18](=[O:19])[N:17]([CH2:20][OH:21])[N:16]=[CH:15][C:14]=2[N:10]([CH2:9][O:8][CH2:1][C:2]2[CH:7]=[CH:6][CH:5]=[CH:4][CH:3]=2)[CH:11]=1)[C:37]1[CH:42]=[CH:41][CH:40]=[CH:39][CH:38]=1. The yield is 0.710.